Dataset: Forward reaction prediction with 1.9M reactions from USPTO patents (1976-2016). Task: Predict the product of the given reaction. Given the reactants [NH2:1][C:2]1[CH:3]=[CH:4][C:5]2[O:9][CH2:8][CH2:7][C:6]=2[CH:10]=1.[CH3:11][C:12](O)=[O:13], predict the reaction product. The product is: [C:12]([NH:1][C:2]1[CH:3]=[CH:4][C:5]2[O:9][CH2:8][CH2:7][C:6]=2[CH:10]=1)(=[O:13])[CH3:11].